This data is from Full USPTO retrosynthesis dataset with 1.9M reactions from patents (1976-2016). The task is: Predict the reactants needed to synthesize the given product. (1) Given the product [OH:7][C@H:8]1[C@H:2]([I:1])[CH2:3][CH2:4][C@@H:5]([C:6]([OH:10])=[O:11])[CH2:9]1, predict the reactants needed to synthesize it. The reactants are: [I:1][C@H:2]1[C@H:8]2[CH2:9][C@H:5]([C:6](=[O:10])[O:7]2)[CH2:4][CH2:3]1.[O:11]1CCCC1. (2) Given the product [C:1]1([C:7]2[N:12]=[CH:11][C:10]([C:13]3[NH:14][C:15]([CH:18]4[CH2:23][CH2:22][NH:21][CH2:20][CH2:19]4)=[N:16][CH:17]=3)=[CH:9][N:8]=2)[CH:2]=[CH:3][CH:4]=[CH:5][CH:6]=1, predict the reactants needed to synthesize it. The reactants are: [C:1]1([C:7]2[N:12]=[CH:11][C:10]([C:13]3[N:14]=[C:15]([CH:18]4[CH2:23][CH2:22][N:21](C(OC(C)(C)C)=O)[CH2:20][CH2:19]4)[NH:16][CH:17]=3)=[CH:9][N:8]=2)[CH:6]=[CH:5][CH:4]=[CH:3][CH:2]=1.FC(F)(F)C(O)=O.